From a dataset of Catalyst prediction with 721,799 reactions and 888 catalyst types from USPTO. Predict which catalyst facilitates the given reaction. Reactant: [CH2:1]([O:3][C:4]([N:6]1[C:15]2[C:10](=[CH:11][C:12]([C:16]([F:19])([F:18])[F:17])=[CH:13][CH:14]=2)[CH:9]([CH:20]([N:35]=C(C2C=CC=CC=2)C2C=CC=CC=2)[C:21]2[CH:26]=[C:25]([C:27]([F:30])([F:29])[F:28])[CH:24]=[C:23]([C:31]([F:34])([F:33])[F:32])[CH:22]=2)[CH2:8][CH:7]1[CH2:49][CH3:50])=[O:5])[CH3:2].CS(O)(=O)=O.O. Product: [CH2:1]([O:3][C:4]([N:6]1[C:15]2[C:10](=[CH:11][C:12]([C:16]([F:19])([F:18])[F:17])=[CH:13][CH:14]=2)[CH:9]([CH:20]([NH2:35])[C:21]2[CH:26]=[C:25]([C:27]([F:28])([F:29])[F:30])[CH:24]=[C:23]([C:31]([F:32])([F:34])[F:33])[CH:22]=2)[CH2:8][CH:7]1[CH2:49][CH3:50])=[O:5])[CH3:2]. The catalyst class is: 32.